Dataset: Peptide-MHC class II binding affinity with 134,281 pairs from IEDB. Task: Regression. Given a peptide amino acid sequence and an MHC pseudo amino acid sequence, predict their binding affinity value. This is MHC class II binding data. (1) The peptide sequence is QLVPKLDEVYNAAYN. The MHC is DRB1_0101 with pseudo-sequence DRB1_0101. The binding affinity (normalized) is 0.102. (2) The peptide sequence is VFKEKVDTRAKDPPA. The MHC is HLA-DQA10102-DQB10501 with pseudo-sequence HLA-DQA10102-DQB10501. The binding affinity (normalized) is 0.279. (3) The peptide sequence is EWVAMTKGEGGVWT. The MHC is DRB1_1101 with pseudo-sequence DRB1_1101. The binding affinity (normalized) is 0.685. (4) The peptide sequence is GGSVIRISSANPEDL. The MHC is DRB1_0701 with pseudo-sequence DRB1_0701. The binding affinity (normalized) is 0.549. (5) The peptide sequence is SQDLELWWNLNGLQAY. The MHC is HLA-DQA10301-DQB10302 with pseudo-sequence HLA-DQA10301-DQB10302. The binding affinity (normalized) is 0.434. (6) The peptide sequence is TAWDFSSAGGFFTSV. The MHC is HLA-DQA10303-DQB10402 with pseudo-sequence HLA-DQA10303-DQB10402. The binding affinity (normalized) is 0. (7) The peptide sequence is EKKYFAATHFEPLAA. The MHC is HLA-DQA10501-DQB10201 with pseudo-sequence HLA-DQA10501-DQB10201. The binding affinity (normalized) is 0.379. (8) The peptide sequence is AFKVAATAANAAPCN. The MHC is DRB1_0701 with pseudo-sequence DRB1_0701. The binding affinity (normalized) is 0.838.